From a dataset of Full USPTO retrosynthesis dataset with 1.9M reactions from patents (1976-2016). Predict the reactants needed to synthesize the given product. (1) Given the product [CH2:9]([C:3]1[CH:4]=[CH:5][C:6]([CH3:8])=[CH:7][C:2]=1[OH:1])[CH3:10], predict the reactants needed to synthesize it. The reactants are: [OH:1][C:2]1[CH:7]=[C:6]([CH3:8])[CH:5]=[CH:4][C:3]=1[C:9](=O)[CH3:10]. (2) Given the product [N:16]([CH:13]([C:6]1[CH:7]=[CH:8][CH:9]=[C:10]2[C:5]=1[N:4]=[C:3]([O:2][CH3:1])[CH:12]=[CH:11]2)[CH2:15][OH:14])=[N+:17]=[N-:18], predict the reactants needed to synthesize it. The reactants are: [CH3:1][O:2][C:3]1[CH:12]=[CH:11][C:10]2[C:5](=[C:6]([CH:13]3[CH2:15][O:14]3)[CH:7]=[CH:8][CH:9]=2)[N:4]=1.[N-:16]=[N+:17]=[N-:18].[Na+]. (3) Given the product [Cl:12][CH2:13][C:14]([NH:5][C:4]1[CH:6]=[CH:7][CH:8]=[CH:9][C:3]=1[C:2]([F:10])([F:11])[F:1])=[O:15], predict the reactants needed to synthesize it. The reactants are: [F:1][C:2]([F:11])([F:10])[C:3]1[CH:9]=[CH:8][CH:7]=[CH:6][C:4]=1[NH2:5].[Cl:12][CH2:13][C:14](Cl)=[O:15]. (4) Given the product [CH3:27][C:28]1[CH:33]=[CH:32][CH:31]=[C:30]([CH3:34])[C:29]=1[C:2]1[CH:7]=[CH:6][CH:5]=[C:4]([CH:8]2[CH2:17][CH2:16][C:15]3[C:10](=[CH:11][CH:12]=[C:13]([CH:18]([C:24]#[C:25][CH3:26])[CH2:19][C:20]([O:22][CH3:23])=[O:21])[CH:14]=3)[O:9]2)[CH:3]=1, predict the reactants needed to synthesize it. The reactants are: Br[C:2]1[CH:3]=[C:4]([CH:8]2[CH2:17][CH2:16][C:15]3[C:10](=[CH:11][CH:12]=[C:13]([CH:18]([C:24]#[C:25][CH3:26])[CH2:19][C:20]([O:22][CH3:23])=[O:21])[CH:14]=3)[O:9]2)[CH:5]=[CH:6][CH:7]=1.[CH3:27][C:28]1[CH:33]=[CH:32][CH:31]=[C:30]([CH3:34])[C:29]=1B(O)O.C([O-])([O-])=O.[K+].[K+].[NH4+].[Cl-].